This data is from Retrosynthesis with 50K atom-mapped reactions and 10 reaction types from USPTO. The task is: Predict the reactants needed to synthesize the given product. The reactants are: CCOC(=O)Cc1csc(NC(=O)c2cc(OCC)cc(OCC)c2)n1. Given the product CCOc1cc(OCC)cc(C(=O)Nc2nc(CC(=O)O)cs2)c1, predict the reactants needed to synthesize it.